This data is from Full USPTO retrosynthesis dataset with 1.9M reactions from patents (1976-2016). The task is: Predict the reactants needed to synthesize the given product. (1) Given the product [CH2:15]([O:14][C:11]1[CH:10]=[CH:9][C:8]([S:5]([N:4]2[CH2:1][CH:2]=[CH:3][C:23]([CH3:24])([OH:27])[CH:22]2[C:28]([C:35]2[CH:36]=[CH:37][CH:38]=[CH:39][CH:40]=2)([C:41]2[CH:42]=[CH:43][CH:44]=[CH:45][CH:46]=2)[O:29][SiH2:30][C:31]([CH3:32])([CH3:33])[CH3:34])(=[O:6])=[O:7])=[CH:13][CH:12]=1)[C:16]1[CH:17]=[CH:18][CH:19]=[CH:20][CH:21]=1, predict the reactants needed to synthesize it. The reactants are: [CH2:1]([N:4]([CH:22]([C:28]([C:41]1[CH:46]=[CH:45][CH:44]=[CH:43][CH:42]=1)([C:35]1[CH:40]=[CH:39][CH:38]=[CH:37][CH:36]=1)[O:29][SiH2:30][C:31]([CH3:34])([CH3:33])[CH3:32])[C:23]([OH:27])(C)[CH:24]=C)[S:5]([C:8]1[CH:13]=[CH:12][C:11]([O:14][CH2:15][C:16]2[CH:21]=[CH:20][CH:19]=[CH:18][CH:17]=2)=[CH:10][CH:9]=1)(=[O:7])=[O:6])[CH:2]=[CH2:3].C(OCC=C)C=C. (2) Given the product [ClH:33].[F:1][C:2]1[CH:7]=[C:6]([C:8]([F:10])([F:11])[F:9])[CH:5]=[CH:4][C:3]=1[NH:12][C:13](=[O:32])[NH:14][C:15]1[CH:16]=[C:17]([CH:28]=[C:29]([F:31])[CH:30]=1)[CH2:18][NH:19][C:20]1[C:21]([C:25]([NH2:27])=[O:26])=[N:22][NH:23][CH:24]=1, predict the reactants needed to synthesize it. The reactants are: [F:1][C:2]1[CH:7]=[C:6]([C:8]([F:11])([F:10])[F:9])[CH:5]=[CH:4][C:3]=1[NH:12][C:13](=[O:32])[NH:14][C:15]1[CH:16]=[C:17]([CH:28]=[C:29]([F:31])[CH:30]=1)[CH2:18][NH:19][C:20]1[C:21]([C:25]([NH2:27])=[O:26])=[N:22][NH:23][CH:24]=1.[ClH:33]. (3) Given the product [Br:18][C:19]1[CH:20]=[C:21]([C:25]([O:17][CH:14]2[CH2:15][CH2:16][N:11]([C:9]3[CH:8]=[C:4]([C:5]([NH2:7])=[O:6])[CH:3]=[C:2]([Cl:1])[N:10]=3)[CH2:12][CH2:13]2)=[O:26])[NH:22][C:23]=1[CH3:24], predict the reactants needed to synthesize it. The reactants are: [Cl:1][C:2]1[CH:3]=[C:4]([CH:8]=[C:9]([N:11]2[CH2:16][CH2:15][CH:14]([OH:17])[CH2:13][CH2:12]2)[N:10]=1)[C:5]([NH2:7])=[O:6].[Br:18][C:19]1[CH:20]=[C:21]([C:25](O)=[O:26])[NH:22][C:23]=1[CH3:24].C1(P(C2C=CC=CC=2)C2C=CC=CC=2)C=CC=CC=1.CCOC(/N=N/C(OCC)=O)=O. (4) Given the product [CH2:1]1[O:17][C:16]2[C:3](=[CH:4][C:5]3[CH:6]=[C:7]([CH2:20][NH:21][CH:22]([CH2:35][CH2:34][CH2:33][CH2:46][CH3:45])[CH2:23][CH2:24][CH2:25][CH2:26][CH2:27][OH:29])[C:8]4[C:13]([C:14]=3[CH:15]=2)=[CH:12][C:11]([O:18][CH3:19])=[CH:10][CH:9]=4)[O:2]1, predict the reactants needed to synthesize it. The reactants are: [CH2:1]1[O:17][C:16]2[C:3](=[CH:4][C:5]3[CH:6]=[C:7]([CH2:20][NH:21][CH2:22][CH2:23][CH2:24][CH2:25][CH2:26][C:27]([OH:29])=O)[C:8]4[C:13]([C:14]=3[CH:15]=2)=[CH:12][C:11]([O:18][CH3:19])=[CH:10][CH:9]=4)[O:2]1.N.C1O[C:46]2[C:33](=[CH:34][C:35]3[CH:35]=[C:34](CN4CCNCC4[C:33]4[CH:46]=[CH:45]C(Cl)=[CH:35][CH:34]=4)[C:33]4C(C=3[CH:45]=2)=CC(OC)=[CH:45][CH:46]=4)O1.C1OC2C(=CC3C=C(C(O)=O)C4C(C=3C=2)=CC(OC)=CC=4)O1. (5) The reactants are: [CH3:1][S:2]([OH:5])(=[O:4])=[O:3].[S:6]1[C:10]2[CH:11]=[CH:12][CH:13]=[CH:14][C:9]=2[C:8]([N:15]2[CH2:20][CH2:19][N:18]([CH2:21][CH2:22][C:23]3[CH:24]=[C:25]4[C:30](=[C:31]([CH3:34])[C:32]=3[F:33])[NH:29][C:28](=[O:35])[CH2:27][C:26]4([CH3:37])[CH3:36])[CH2:17][CH2:16]2)=[N:7]1. Given the product [CH3:1][S:2]([OH:5])(=[O:4])=[O:3].[S:6]1[C:10]2[CH:11]=[CH:12][CH:13]=[CH:14][C:9]=2[C:8]([N:15]2[CH2:16][CH2:17][N:18]([CH2:21][CH2:22][C:23]3[CH:24]=[C:25]4[C:30](=[C:31]([CH3:34])[C:32]=3[F:33])[NH:29][C:28](=[O:35])[CH2:27][C:26]4([CH3:37])[CH3:36])[CH2:19][CH2:20]2)=[N:7]1, predict the reactants needed to synthesize it. (6) Given the product [Br:1][C:2]1[CH:10]=[CH:9][C:5]([C:6]([N:14]([CH2:15][CH3:16])[CH2:12][CH3:13])=[O:8])=[C:4]([F:11])[CH:3]=1, predict the reactants needed to synthesize it. The reactants are: [Br:1][C:2]1[CH:10]=[CH:9][C:5]([C:6]([OH:8])=O)=[C:4]([F:11])[CH:3]=1.[CH2:12]([NH:14][CH2:15][CH3:16])[CH3:13]. (7) Given the product [C:7]1([O:13][C:14](=[O:15])[NH:17][C:18]2[CH:19]=[N:20][CH:21]=[CH:22][CH:23]=2)[CH:12]=[CH:11][CH:10]=[CH:9][CH:8]=1, predict the reactants needed to synthesize it. The reactants are: N1C=CC=CC=1.[C:7]1([O:13][C:14](Cl)=[O:15])[CH:12]=[CH:11][CH:10]=[CH:9][CH:8]=1.[NH2:17][C:18]1[CH:19]=[N:20][CH:21]=[CH:22][CH:23]=1.